From a dataset of Catalyst prediction with 721,799 reactions and 888 catalyst types from USPTO. Predict which catalyst facilitates the given reaction. Reactant: BrC=C([C:5]1[CH:6]=[C:7]([CH:12]=[CH:13][CH:14]=1)[C:8]([NH:10][CH3:11])=[O:9])C.P([O-])([O-])([O-])=O.[K+].[K+].[K+].N1CCC[C@H]1C(O)=O.[CH3:31][N:32]1[CH2:45][CH2:44][C:35]2[NH:36][C:37]3[CH:38]=[CH:39][C:40]([CH3:43])=[CH:41][C:42]=3[C:34]=2[CH2:33]1. Product: [CH3:31][N:32]1[CH2:45][CH2:44][C:35]2[N:36]([C:7]3([CH:6]=[CH:5][CH:14]=[CH:13][CH2:12]3)[C:8]([NH:10][CH3:11])=[O:9])[C:37]3[CH:38]=[CH:39][C:40]([CH3:43])=[CH:41][C:42]=3[C:34]=2[CH2:33]1. The catalyst class is: 122.